Dataset: Reaction yield outcomes from USPTO patents with 853,638 reactions. Task: Predict the reaction yield, written as a fraction of the theoretical maximum amount of product (1.0 means a 100% yield; for example, 0.34 means a 34% yield). (1) The yield is 0.490. The reactants are F[C:2]1[CH:7]=[CH:6][C:5]([N+:8]([O-:10])=[O:9])=[C:4]([O:11][CH3:12])[CH:3]=1.CC(C)([O-])C.[K+].O1CCCC1.[C:24]([CH2:26][C:27]([O:29][C:30]([CH3:33])([CH3:32])[CH3:31])=[O:28])#[N:25].C(O)(=O)C. The product is [C:30]([O:29][C:27](=[O:28])[CH:26]([C:24]#[N:25])[C:2]1[CH:7]=[CH:6][C:5]([N+:8]([O-:10])=[O:9])=[C:4]([O:11][CH3:12])[CH:3]=1)([CH3:33])([CH3:32])[CH3:31]. No catalyst specified. (2) The product is [Cl:20][C:15]1[CH:16]=[CH:17][CH:18]=[CH:19][C:14]=1[C:13]([NH:12][C:9]1[CH:10]=[CH:11][C:6]([SH:5])=[CH:7][CH:8]=1)=[O:21]. The catalyst is O. The yield is 0.870. The reactants are ClC1C=CC=CC=1C(=O)[S:5][C:6]1[CH:11]=[CH:10][C:9]([NH:12][C:13](=[O:21])[C:14]2[CH:19]=[CH:18][CH:17]=[CH:16][C:15]=2[Cl:20])=[CH:8][CH:7]=1.CCOC(C)=O.[OH-].[Na+]. (3) The reactants are Br[C:2]1[CH:10]=[CH:9][C:8]([Cl:11])=[C:7]2[C:3]=1[CH:4]=[CH:5][NH:6]2.[B:12]1([B:12]2[O:16][C:15]([CH3:18])([CH3:17])[C:14]([CH3:20])([CH3:19])[O:13]2)[O:16][C:15]([CH3:18])([CH3:17])[C:14]([CH3:20])([CH3:19])[O:13]1.CC([O-])=O.[K+]. The catalyst is COCCOC.C1C=CC(P([C]2[CH][CH][CH][CH]2)C2C=CC=CC=2)=CC=1.C1C=CC(P([C]2[CH][CH][CH][CH]2)C2C=CC=CC=2)=CC=1.Cl[Pd]Cl.[Fe]. The product is [Cl:11][C:8]1[CH:9]=[CH:10][C:2]([B:12]2[O:16][C:15]([CH3:18])([CH3:17])[C:14]([CH3:20])([CH3:19])[O:13]2)=[C:3]2[C:7]=1[NH:6][CH:5]=[CH:4]2. The yield is 0.390. (4) The product is [C:19]([C:14]1[CH:13]=[C:12]([N:6]2[C:7]([C:9]([N:21]3[C:23]4[C:24](=[CH:35][C:33]([N:32]5[CH2:31][CH2:9][CH2:7][CH2:8][CH2:4][C:2]5=[O:3])=[CH:34][CH:22]=4)[CH2:25][CH2:26]3)=[O:11])=[CH:8][C:4]([C:2]([NH2:1])=[O:3])=[N:5]2)[CH:17]=[CH:16][C:15]=1[F:18])#[N:20]. The catalyst is CN(C=O)C. The reactants are [NH2:1][C:2]([C:4]1[CH:8]=[C:7]([C:9]([OH:11])=O)[N:6]([C:12]2[CH:17]=[CH:16][C:15]([F:18])=[C:14]([C:19]#[N:20])[CH:13]=2)[N:5]=1)=[O:3].[N:21]1[CH:26]=[CH:25][CH:24]=[CH:23][CH:22]=1.C(N=[C:31]=[N:32][CH:33]([CH3:35])[CH3:34])(C)C.Cl. The yield is 0.490.